From a dataset of Full USPTO retrosynthesis dataset with 1.9M reactions from patents (1976-2016). Predict the reactants needed to synthesize the given product. (1) Given the product [NH2:4][C:5]1[S:9][C:8]([S:10]([NH2:13])(=[O:12])=[O:11])=[N:7][N:6]=1, predict the reactants needed to synthesize it. The reactants are: CC([NH:4][C:5]1[S:9][C:8]([S:10]([NH2:13])(=[O:12])=[O:11])=[N:7][N:6]=1)=O.[OH-].[K+]. (2) Given the product [Cl:15][C:9]1[CH:8]=[CH:7][C:6]2[C:11](=[C:2]([CH3:1])[CH:3]=[CH:4][CH:5]=2)[N:10]=1, predict the reactants needed to synthesize it. The reactants are: [CH3:1][C:2]1[CH:3]=[CH:4][CH:5]=[C:6]2[C:11]=1[N+:10]([O-])=[CH:9][CH:8]=[CH:7]2.P(Cl)(Cl)([Cl:15])=O.